From a dataset of Full USPTO retrosynthesis dataset with 1.9M reactions from patents (1976-2016). Predict the reactants needed to synthesize the given product. Given the product [Br:21][C:19]1[N:20]=[C:15]([NH:13][CH2:12][C:3]2[CH:4]=[C:5]3[C:10](=[CH:11][C:2]=2[F:1])[N:9]=[CH:8][CH:7]=[CH:6]3)[C:16]([NH2:22])=[N:17][CH:18]=1, predict the reactants needed to synthesize it. The reactants are: [F:1][C:2]1[CH:11]=[C:10]2[C:5]([CH:6]=[CH:7][CH:8]=[N:9]2)=[CH:4][C:3]=1[CH2:12][NH2:13].Br[C:15]1[C:16]([NH2:22])=[N:17][CH:18]=[C:19]([Br:21])[N:20]=1.CCN(C(C)C)C(C)C.